Predict the product of the given reaction. From a dataset of Forward reaction prediction with 1.9M reactions from USPTO patents (1976-2016). (1) Given the reactants [C:1]([NH:4][C@@H:5]([CH2:42][C:43]1[CH:48]=[CH:47][CH:46]=[CH:45][CH:44]=1)[C:6]([NH:8][C@H:9]([C:34](=[O:41])[NH:35][CH2:36][CH2:37][CH2:38][CH2:39][CH3:40])[CH2:10][C:11]1[CH:16]=[CH:15][C:14]([N:17]2[CH2:21][C:20](=[O:22])[N:19](CC3C=CC(OC)=CC=3)[S:18]2(=[O:33])=[O:32])=[CH:13][CH:12]=1)=[O:7])(=[O:3])[CH3:2].C([SiH](C)C)(C)(C)C, predict the reaction product. The product is: [C:1]([NH:4][C@@H:5]([CH2:42][C:43]1[CH:48]=[CH:47][CH:46]=[CH:45][CH:44]=1)[C:6]([NH:8][C@H:9]([C:34](=[O:41])[NH:35][CH2:36][CH2:37][CH2:38][CH2:39][CH3:40])[CH2:10][C:11]1[CH:12]=[CH:13][C:14]([N:17]2[CH2:21][C:20](=[O:22])[NH:19][S:18]2(=[O:33])=[O:32])=[CH:15][CH:16]=1)=[O:7])(=[O:3])[CH3:2]. (2) Given the reactants BrC1C=CC(C(N2CCN(C3C(C)=CC(C)=CN=3)CC2)=O)=CC=1.C(C1NC(=O)N(CC2C=CC(OC)=CC=2)C1=O)(C)C.[CH3:43][C:44]1[C:45]([N:51]2[CH2:56][CH2:55][N:54]([C:57]([C:59]3[CH:64]=[CH:63][C:62]([N:65]4[CH:69]([CH:70]([CH3:72])[CH3:71])[C:68](=[O:73])[N:67](CC5C=CC(OC)=CC=5)[C:66]4=[O:83])=[CH:61][CH:60]=3)=[O:58])[CH2:53][CH2:52]2)=[N:46][CH:47]=[C:48]([CH3:50])[CH:49]=1, predict the reaction product. The product is: [CH3:43][C:44]1[C:45]([N:51]2[CH2:52][CH2:53][N:54]([C:57]([C:59]3[CH:64]=[CH:63][C:62]([N:65]4[CH:69]([CH:70]([CH3:71])[CH3:72])[C:68](=[O:73])[NH:67][C:66]4=[O:83])=[CH:61][CH:60]=3)=[O:58])[CH2:55][CH2:56]2)=[N:46][CH:47]=[C:48]([CH3:50])[CH:49]=1.